This data is from Catalyst prediction with 721,799 reactions and 888 catalyst types from USPTO. The task is: Predict which catalyst facilitates the given reaction. (1) Reactant: CS(C)=O.[F:5][C:6]1[CH:19]=[C:18](/[CH:20]=[CH:21]/[N+:22]([O-:24])=[O:23])[CH:17]=[CH:16][C:7]=1[O:8][CH2:9][C:10]1[CH:15]=[CH:14][CH:13]=[CH:12][N:11]=1.C(O)(=O)C.[BH4-].[Na+]. Product: [F:5][C:6]1[CH:19]=[C:18]([CH2:20][CH2:21][N+:22]([O-:24])=[O:23])[CH:17]=[CH:16][C:7]=1[O:8][CH2:9][C:10]1[CH:15]=[CH:14][CH:13]=[CH:12][N:11]=1. The catalyst class is: 6. (2) Reactant: [NH:1]1[CH2:6][CH2:5][O:4][CH2:3][CH2:2]1.[CH2:7]=O.[NH2:9][C:10]1[C:15]2=[C:16]([C:27]3[CH:32]=[CH:31][C:30]([NH:33][C:34]([NH:36][C:37]4[CH:42]=[CH:41][CH:40]=[C:39]([C:43]([F:46])([F:45])[F:44])[N:38]=4)=[O:35])=[CH:29][CH:28]=3)[C:17]([C:19]([NH:21][CH2:22][C:23]([F:26])([F:25])[F:24])=[O:20])=[CH:18][N:14]2[N:13]=[CH:12][N:11]=1. Product: [NH2:9][C:10]1[C:15]2=[C:16]([C:27]3[CH:32]=[CH:31][C:30]([NH:33][C:34]([NH:36][C:37]4[CH:42]=[CH:41][CH:40]=[C:39]([C:43]([F:46])([F:45])[F:44])[N:38]=4)=[O:35])=[CH:29][CH:28]=3)[C:17]([C:19]([NH:21][CH2:22][C:23]([F:26])([F:25])[F:24])=[O:20])=[C:18]([CH2:7][N:1]3[CH2:6][CH2:5][O:4][CH2:3][CH2:2]3)[N:14]2[N:13]=[CH:12][N:11]=1. The catalyst class is: 15. (3) Reactant: Br[CH2:2][C:3]([C:5]1[C:10](=[O:11])[NH:9][C:8]([CH3:12])=[C:7]([C:13]([O:15][CH2:16][CH3:17])=[O:14])[CH:6]=1)=O.[Cl:18][C:19]1[CH:27]=[CH:26][CH:25]=[C:24]([Cl:28])[C:20]=1[C:21]([NH2:23])=[S:22]. Product: [Cl:18][C:19]1[CH:27]=[CH:26][CH:25]=[C:24]([Cl:28])[C:20]=1[C:21]1[S:22][CH:2]=[C:3]([C:5]2[C:10](=[O:11])[NH:9][C:8]([CH3:12])=[C:7]([C:13]([O:15][CH2:16][CH3:17])=[O:14])[CH:6]=2)[N:23]=1. The catalyst class is: 14. (4) Reactant: [Cl:1][C:2]1[S:6][C:5]([C:7]2[O:11][C:10](=[S:12])[NH:9][N:8]=2)=[CH:4][CH:3]=1.C([O-])(=O)C.[Na+].Cl[CH2:19][C:20]([NH:22][C:23]1[CH:28]=[CH:27][CH:26]=[CH:25][CH:24]=1)=[O:21]. Product: [Cl:1][C:2]1[S:6][C:5]([C:7]2[O:11][C:10]([S:12][CH2:19][C:20]([NH:22][C:23]3[CH:28]=[CH:27][CH:26]=[CH:25][CH:24]=3)=[O:21])=[N:9][N:8]=2)=[CH:4][CH:3]=1. The catalyst class is: 8. (5) Reactant: [F:1][C:2]1[CH:3]=[C:4]([CH:7]=[CH:8][C:9]=1[OH:10])[C:5]#[N:6].C(O)C.[ClH:14].C(=O)([O-])[O-].[NH4+:19].[NH4+]. Product: [ClH:14].[F:1][C:2]1[CH:3]=[C:4]([CH:7]=[CH:8][C:9]=1[OH:10])[C:5]([NH2:19])=[NH:6]. The catalyst class is: 12. (6) Reactant: [Br:1][C:2]1[CH:7]=[CH:6][C:5]([N:8]2[CH:12]([C:13]3[CH:18]=[CH:17][CH:16]=[C:15]([O:19][C:20]([F:23])([F:22])[F:21])[CH:14]=3)[CH2:11][C:10](=O)[C:9]2=[O:25])=[CH:4][CH:3]=1.[CH3:26][C@@H:27]([NH2:34])[C:28]1[CH:33]=[CH:32][CH:31]=[CH:30][CH:29]=1. Product: [Br:1][C:2]1[CH:7]=[CH:6][C:5]([N:8]2[C@H:12]([C:13]3[CH:18]=[CH:17][CH:16]=[C:15]([O:19][C:20]([F:23])([F:21])[F:22])[CH:14]=3)[CH:11]=[C:10]([NH:34][C@@H:27]([C:28]3[CH:33]=[CH:32][CH:31]=[CH:30][CH:29]=3)[CH3:26])[C:9]2=[O:25])=[CH:4][CH:3]=1. The catalyst class is: 4. (7) Reactant: [C:1]([C:3]1[CH:4]=[C:5]([C:14]2[S:15][C:16]([C:20]([O:22]CC)=[O:21])=[C:17]([CH3:19])[N:18]=2)[CH:6]=[CH:7][C:8]=1[O:9][CH2:10][CH:11]([CH3:13])[CH3:12])#[N:2].[OH-:25].[Na+].Cl. Product: [C:1]([C:3]1[CH:4]=[C:5]([C:14]2[S:15][C:16]([C:20]([OH:22])=[O:21])=[C:17]([CH3:19])[N:18]=2)[CH:6]=[CH:7][C:8]=1[O:9][CH2:10][CH:11]([CH3:13])[CH3:12])(=[O:25])[NH2:2]. The catalyst class is: 7.